This data is from Catalyst prediction with 721,799 reactions and 888 catalyst types from USPTO. The task is: Predict which catalyst facilitates the given reaction. (1) Reactant: O.[F-].C([N+](C)(C)C)C1C=CC=CC=1.[N:14]1([C:18]2([C:43]3[CH:48]=[CH:47][CH:46]=[CH:45][CH:44]=3)[CH2:23][CH2:22][CH:21]([CH2:24][O:25][CH2:26][C:27]3[C:35]4[C:30](=[N:31][CH:32]=[CH:33][CH:34]=4)[NH:29][C:28]=3[Si](CC)(CC)CC)[CH2:20][CH2:19]2)[CH2:17][CH2:16][CH2:15]1. Product: [N:14]1([C:18]2([C:43]3[CH:48]=[CH:47][CH:46]=[CH:45][CH:44]=3)[CH2:19][CH2:20][CH:21]([CH2:24][O:25][CH2:26][C:27]3[C:35]4[C:30](=[N:31][CH:32]=[CH:33][CH:34]=4)[NH:29][CH:28]=3)[CH2:22][CH2:23]2)[CH2:15][CH2:16][CH2:17]1. The catalyst class is: 7. (2) Reactant: [CH2:1]([O:3][P:4]([C:9]1[CH:17]=[C:16]2[C:12]([C:13]([C:22]([O:24][CH2:25][CH3:26])=[O:23])=[N:14][N:15]2[CH2:18][C:19]([OH:21])=O)=[CH:11][CH:10]=1)([O:6][CH2:7][CH3:8])=[O:5])[CH3:2].Cl.[Cl:28][C:29]1[C:30]([F:45])=[C:31]([CH:42]=[CH:43][CH:44]=1)[CH2:32][NH:33][C:34]([C@@H:36]1[CH2:40][C@@H:39]([F:41])[CH2:38][NH:37]1)=[O:35].CN(C(ON1N=NC2C=CC=NC1=2)=[N+](C)C)C.F[P-](F)(F)(F)(F)F.CCN(C(C)C)C(C)C. Product: [Cl:28][C:29]1[C:30]([F:45])=[C:31]([CH:42]=[CH:43][CH:44]=1)[CH2:32][NH:33][C:34]([C@@H:36]1[CH2:40][C@@H:39]([F:41])[CH2:38][N:37]1[C:19](=[O:21])[CH2:18][N:15]1[C:16]2[C:12](=[CH:11][CH:10]=[C:9]([P:4]([O:6][CH2:7][CH3:8])([O:3][CH2:1][CH3:2])=[O:5])[CH:17]=2)[C:13]([C:22]([O:24][CH2:25][CH3:26])=[O:23])=[N:14]1)=[O:35]. The catalyst class is: 3. (3) Reactant: [C:1](N)(=O)[C:2]1[CH:7]=CC=C[CH:3]=1.[CH3:10][C:11]1[C:12]([O:35][CH:36]2[CH2:41][CH2:40][N:39]([CH3:42])[CH2:38][CH2:37]2)=[CH:13][CH:14]=[C:15]2[C:20]=1[O:19][C:18](=[O:21])[C:17]([NH:22][C:23](=[O:34])C(OCC1C=CC=CC=1)=O)=[CH:16]2.CO[C:45]1[CH:46]=[C:47](OCOC)[C:48]([CH3:55])=[C:49]([O:51][CH2:52][O:53]C)[CH:50]=1.N1C=CC=C[CH:61]=1. Product: [C:52]([O:51][C:49]1[CH:50]=[CH:45][C:46]([C:23](=[O:34])[NH:22][C:17]2[C:18](=[O:21])[O:19][C:20]3[C:15]([CH:16]=2)=[CH:14][CH:13]=[C:12]([O:35][CH:36]2[CH2:41][CH2:40][N:39]([CH3:42])[CH2:38][CH2:37]2)[C:11]=3[CH3:10])=[CH:47][C:48]=1[CH2:55][CH:1]=[C:2]([CH3:7])[CH3:3])(=[O:53])[CH3:61]. The catalyst class is: 354. (4) Reactant: Br[C:2]1[CH:7]=[C:6]([CH3:8])[C:5]([Br:9])=[CH:4][N:3]=1.[CH:10]1[C:18]2[C:17]3[CH:19]=[CH:20][CH:21]=[CH:22][C:16]=3[O:15][C:14]=2[C:13](B(O)O)=[CH:12][CH:11]=1.C([O-])([O-])=O.[K+].[K+].C(COC)OC. Product: [Br:9][C:5]1[C:6]([CH3:8])=[CH:7][C:2]([C:22]2[C:16]3[O:15][C:14]4[CH:13]=[CH:12][CH:11]=[CH:10][C:18]=4[C:17]=3[CH:19]=[CH:20][CH:21]=2)=[N:3][CH:4]=1. The catalyst class is: 103. (5) Reactant: [O:1]1[CH2:5][CH2:4][O:3][CH:2]1[C:6]1[CH:13]=[CH:12][C:9]([CH:10]=[O:11])=[CH:8][C:7]=1[F:14].[BH4-].[Na+]. Product: [O:1]1[CH2:5][CH2:4][O:3][CH:2]1[C:6]1[CH:13]=[CH:12][C:9]([CH2:10][OH:11])=[CH:8][C:7]=1[F:14]. The catalyst class is: 5. (6) Reactant: [F:1][C:2]([F:19])([C:8]1[CH:13]=[CH:12][C:11]([S:14][C:15]([F:18])([F:17])[F:16])=[CH:10][N:9]=1)[C:3]([O:5]CC)=[O:4].C(O)C.O.[OH-].[Li+]. Product: [F:19][C:2]([F:1])([C:8]1[CH:13]=[CH:12][C:11]([S:14][C:15]([F:16])([F:17])[F:18])=[CH:10][N:9]=1)[C:3]([OH:5])=[O:4]. The catalyst class is: 30. (7) Reactant: [CH2:1]([C@@H:3]1[CH2:24][O:23][C:6]2=[C:7]3[C:12](=[CH:13][CH:14]=[C:5]2[NH:4]1)[N:11]=[C:10]([O:15][CH:16]([CH3:18])[CH3:17])[CH:9]=[C:8]3[C:19]([F:22])([F:21])[F:20])[CH3:2].C=O.[BH3-][C:28]#N.[Na+]. Product: [CH2:1]([C@@H:3]1[CH2:24][O:23][C:6]2=[C:7]3[C:12](=[CH:13][CH:14]=[C:5]2[N:4]1[CH3:28])[N:11]=[C:10]([O:15][CH:16]([CH3:18])[CH3:17])[CH:9]=[C:8]3[C:19]([F:21])([F:22])[F:20])[CH3:2]. The catalyst class is: 15.